Dataset: Retrosynthesis with 50K atom-mapped reactions and 10 reaction types from USPTO. Task: Predict the reactants needed to synthesize the given product. (1) Given the product Cc1c(N2CC3CNCC3C2)nn2c(-c3ccnc(N)c3)c(-c3ccc(F)cc3)nc2c1C, predict the reactants needed to synthesize it. The reactants are: Cc1c(N2CC3CN(Cc4ccccc4)CC3C2)nn2c(-c3ccnc(N)c3)c(-c3ccc(F)cc3)nc2c1C. (2) The reactants are: CCOC(C)=O.N#Cc1ncc(Cl)cc1Br. Given the product C=Cc1cc(Cl)cnc1C#N, predict the reactants needed to synthesize it. (3) Given the product N[C@H](CCCO)c1nc(-c2ccccc2)c(-c2ccccc2)o1, predict the reactants needed to synthesize it. The reactants are: O=C(N[C@H](CCCO)c1nc(-c2ccccc2)c(-c2ccccc2)o1)OCc1ccccc1. (4) Given the product CCOc1cc(C(=O)O)ccc1Br, predict the reactants needed to synthesize it. The reactants are: CCOc1cc(C(=O)OC)ccc1Br.